Dataset: NCI-60 drug combinations with 297,098 pairs across 59 cell lines. Task: Regression. Given two drug SMILES strings and cell line genomic features, predict the synergy score measuring deviation from expected non-interaction effect. (1) Drug 1: CN(CC1=CN=C2C(=N1)C(=NC(=N2)N)N)C3=CC=C(C=C3)C(=O)NC(CCC(=O)O)C(=O)O. Drug 2: CN1C(=O)N2C=NC(=C2N=N1)C(=O)N. Cell line: RPMI-8226. Synergy scores: CSS=35.1, Synergy_ZIP=-0.401, Synergy_Bliss=-2.06, Synergy_Loewe=-39.9, Synergy_HSA=-3.62. (2) Drug 1: CN(C)C1=NC(=NC(=N1)N(C)C)N(C)C. Drug 2: CCCCCOC(=O)NC1=NC(=O)N(C=C1F)C2C(C(C(O2)C)O)O. Cell line: OVCAR3. Synergy scores: CSS=-8.38, Synergy_ZIP=0.880, Synergy_Bliss=-3.51, Synergy_Loewe=-7.12, Synergy_HSA=-6.76.